From a dataset of Experimentally validated miRNA-target interactions with 360,000+ pairs, plus equal number of negative samples. Binary Classification. Given a miRNA mature sequence and a target amino acid sequence, predict their likelihood of interaction. (1) The miRNA is hsa-miR-181a-5p with sequence AACAUUCAACGCUGUCGGUGAGU. The protein sequence of the target gene is MRQSLLFLTSVVPFVLAPRPPDDPGFGPHQRLEKLDSLLSDYDILSLSNIQQHSVRKRDLQTSTHVETLLTFSALKRHFKLYLTSSTERFSQNFKVVVVDGKNESEYTVKWQDFFTGHVVGEPDSRVLAHIRDDDVIIRINTDGAEYNIEPLWRFVNDTKDKRMLVYKSEDIKNVSRLQSPKVCGYLKVDNEELLPKGLVDREPPEELVHRVKRRADPDPMKNTCKLLVVADHRFYRYMGRGEESTTTNYLIELIDRVDDIYRNTSWDNAGFKGYGIQIEQIRILKSPQEVKPGEKHYNM.... Result: 1 (interaction). (2) The miRNA is hsa-miR-576-5p with sequence AUUCUAAUUUCUCCACGUCUUU. The protein sequence of the target gene is MATVIHNPLKALGDQFYKEAIEHCRSYNSRLCAERSVRLPFLDSQTGVAQNNCYIWMEKRHRGPGLAPGQLYTYPARCWRKKRRLHPPEDPKLRLLEIKPEVELPLKKDGFTSESTTLEALLRGEGVEKKVDAREEESIQEIQRVLENDENVEEGNEEEDLEEDIPKRKNRTRGRARGSAGGRRRHDAASQEDHDKPYVCDICGKRYKNRPGLSYHYAHTHLASEEGDEAQDQETRSPPNHRNENHRPQKGPDGTVIPNNYCDFCLGGSNMNKKSGRPEELVSCADCGRSGHPTCLQFTL.... Result: 1 (interaction). (3) The miRNA is hsa-miR-4450 with sequence UGGGGAUUUGGAGAAGUGGUGA. The protein sequence of the target gene is MASGVEVLRFQLPGHEAATLRNMNQLRAEERFCDVTIVADSLKFRGHKVILAACSPFLRDQFLLNPSSELQVSLMHSARIVADLLLSCYTGALEFAVRDIVNYLTAASYLQMEHVVEKCRNALSQFIEPKIGLKEDGVSEASLVSSISATKSLLPPARTPKPAPKPPPPPPLPPPLLRPVKLEFPLDEDLELKAEEEDEDEDEDVSDICIVKVESALEVAHRLKPPGGLGGGLGIGGSVGGHLGELAQSSVPPSTVAPPQGVVKACYSLSEDAEGEGLLLIPGGRASVGATSGLVEAAAV.... Result: 0 (no interaction). (4) The miRNA is hsa-miR-4524b-5p with sequence AUAGCAGCAUAAGCCUGUCUC. The protein sequence of the target gene is MEVLRPQLIRIDGRNYRKNPVQEQTYQHEEDEEDFYQGSMECADEPCDAYEVEQTPQGFRSTLRAPSLLYNLIHLNTSNDCGFQKITLDCQNIYTWKSRHIVGKRGDTRKKIEMETKTSISIPKPGQDGEIVITGQHRNGVISARTRIDVLLDTFRRKQPFTHFLAFFLNEVEVQEGFLRFQEEVLAKCSMDHGVDSSIFQNPKKLHLTIGMLVLLSEEEIQQTCEMLQQCKEEFINDISGGKPLEVEMAGIEYMNDDPGMVDVLYAKVHMKDGSNRLQELVDRVLERFQASGLIVKEWN.... Result: 1 (interaction). (5) The miRNA is mmu-miR-466n-3p with sequence UAUACAUGAGAGCAUACAUAGA. The protein sequence of the target gene is MADYWKSQPKKFCDYCKCWIADNRPSVEFHERGKNHKENVARRISEIKQKSLDKAKEEEKASKEFAAMEAAALKAYQEDLKRLGLPLPSDISEPTVSPVISTVQPTPTSNQQKEKKKKKKKKEASKGGWVEGVTADGHCYYYDLITGASQWEKPEGFQGNLKKTAAKAVWVEGLSEDGYTYYYNTETGESKWEKPEDFIPHGGDVLSSKDSGKLPDTLEDAKSSDSHSDSEGEQKKAGEASTETKKLIIKFKEKNKSTEKRIGPEIQKEKSTPKQNPSNTNEEKPKTLKKSTNPYGEWQE.... Result: 1 (interaction). (6) The miRNA is hsa-miR-26b-5p with sequence UUCAAGUAAUUCAGGAUAGGU. The protein sequence of the target gene is MSNYVNDMWPGSPQEKDSPSTSRSGGSSRLSSRSRSRSFSRSSRSHSRVSSRFSSRSRRSKSRSRSRRRHQRKYRRYSRSYSRSRSRSRSRRYRERRYGFTRRYYRSPSRYRSRSRSRSRSRGRSYCGRAYAIARGQRYYGFGRTVYPEEHSRWRDRSRTRSRSRTPFRLSEKDRMELLEIAKTNAAKALGTTNIDLPASLRTVPSAKETSRGIGVSSNGAKPELSEKVTEDGTRNPNEKPTQQRSIAFSSNNSVAKPIQKSAKAATEEASSRSPKIDQKKSPYGLWIPI. Result: 1 (interaction). (7) The miRNA is hsa-miR-1268b with sequence CGGGCGUGGUGGUGGGGGUG. The protein sequence of the target gene is MFKRMAEFGPDSGGRVKGVTIVKPIVYGNVARYFGKKREEDGHTHQWTVYVKPYRNEDMSAYVKKIQFKLHESYGNPLRVVTKPPYEITETGWGEFEIIIKIFFIDPNERPVTLYHLLKLFQSDTNAMLGKKTVVSEFYDEMIFQDPTAMMQQLLTTSRQLTLGAYKHETEFAELEVKTREKLEAAKKKTSFEIAELKERLKASRETINCLKNEIRKLEEDDQTKDI. Result: 0 (no interaction).